This data is from Reaction yield outcomes from USPTO patents with 853,638 reactions. The task is: Predict the reaction yield, written as a fraction of the theoretical maximum amount of product (1.0 means a 100% yield; for example, 0.34 means a 34% yield). The reactants are [CH:1]([C@@H:3]1[CH2:8][CH2:7][C@H:6]([CH3:9])[CH2:5][N:4]1[C:10]([O:12][C:13]([CH3:16])([CH3:15])[CH3:14])=[O:11])=O.[CH2:17]([NH2:24])[C:18]1[CH:23]=[CH:22][CH:21]=[CH:20][CH:19]=1.C(O[BH-](OC(=O)C)OC(=O)C)(=O)C.[Na+]. The catalyst is C(Cl)Cl.O. The product is [CH3:9][C@@H:6]1[CH2:5][N:4]([C:10]([O:12][C:13]([CH3:16])([CH3:15])[CH3:14])=[O:11])[C@H:3]([CH2:1][NH:24][CH2:17][C:18]2[CH:23]=[CH:22][CH:21]=[CH:20][CH:19]=2)[CH2:8][CH2:7]1. The yield is 0.590.